From a dataset of Forward reaction prediction with 1.9M reactions from USPTO patents (1976-2016). Predict the product of the given reaction. Given the reactants Br[C:2]1[CH:8]=[CH:7][C:5]([NH2:6])=[C:4]([CH3:9])[CH:3]=1.[B:10]1([B:10]2[O:14][C:13]([CH3:16])([CH3:15])[C:12]([CH3:18])([CH3:17])[O:11]2)[O:14][C:13]([CH3:16])([CH3:15])[C:12]([CH3:18])([CH3:17])[O:11]1, predict the reaction product. The product is: [CH3:9][C:4]1[CH:3]=[C:2]([B:10]2[O:14][C:13]([CH3:16])([CH3:15])[C:12]([CH3:18])([CH3:17])[O:11]2)[CH:8]=[CH:7][C:5]=1[NH2:6].